Dataset: Peptide-MHC class I binding affinity with 185,985 pairs from IEDB/IMGT. Task: Regression. Given a peptide amino acid sequence and an MHC pseudo amino acid sequence, predict their binding affinity value. This is MHC class I binding data. (1) The peptide sequence is VLIRRCHYL. The MHC is HLA-B15:01 with pseudo-sequence HLA-B15:01. The binding affinity (normalized) is 0.0847. (2) The peptide sequence is ATPYDINQML. The MHC is HLA-B51:01 with pseudo-sequence HLA-B51:01. The binding affinity (normalized) is 0. (3) The peptide sequence is VQLPQYFTF. The MHC is HLA-A02:12 with pseudo-sequence HLA-A02:12. The binding affinity (normalized) is 0.0847. (4) The peptide sequence is SLYNTVCVIWC. The MHC is Mamu-B08 with pseudo-sequence Mamu-B08. The binding affinity (normalized) is 0. (5) The peptide sequence is FVRELLTEV. The MHC is HLA-A02:11 with pseudo-sequence HLA-A02:11. The binding affinity (normalized) is 1.00. (6) The MHC is Mamu-B17 with pseudo-sequence Mamu-B17. The binding affinity (normalized) is 0.529. The peptide sequence is IFYSVTGGQT. (7) The peptide sequence is VGNVYVKF. The MHC is Mamu-A01 with pseudo-sequence Mamu-A01. The binding affinity (normalized) is 0.0636. (8) The binding affinity (normalized) is 0.0847. The MHC is HLA-A02:01 with pseudo-sequence HLA-A02:01. The peptide sequence is EQKGIQAWW. (9) The peptide sequence is LVRGNSPVF. The MHC is HLA-B08:03 with pseudo-sequence HLA-B08:03. The binding affinity (normalized) is 0.0847.